From a dataset of Catalyst prediction with 721,799 reactions and 888 catalyst types from USPTO. Predict which catalyst facilitates the given reaction. (1) Product: [OH:1][C:2]1[CH:3]=[C:4]([CH:9]=[C:10]([O:12][CH2:23][O:24][CH3:25])[CH:11]=1)[C:5]([O:7][CH3:8])=[O:6]. Reactant: [OH:1][C:2]1[CH:3]=[C:4]([CH:9]=[C:10]([OH:12])[CH:11]=1)[C:5]([O:7][CH3:8])=[O:6].C(N(CC)C(C)C)(C)C.Cl[CH2:23][O:24][CH3:25]. The catalyst class is: 4. (2) Reactant: [CH2:1]([N:8]1[C@@H:13]2[C@H:14]([S:16]([C:19]3[CH:24]=[CH:23][CH:22]=[CH:21][CH:20]=3)(=[O:18])=[O:17])[CH2:15][C@@:9]1([C:43]1[CH:48]=[CH:47][CH:46]=[CH:45][CH:44]=1)[C@:10]([C:26]#[C:27][C:28]1[CH:33]=[C:32]([O:34][C:35]([F:38])([F:37])[F:36])[CH:31]=[CH:30][C:29]=1[O:39][CH:40]1[CH2:42][CH2:41]1)([OH:25])[CH2:11][CH2:12]2)[C:2]1[CH:7]=[CH:6][CH:5]=[CH:4][CH:3]=1.C(OCC)C.COCCO[AlH2-]OCCOC.[Na+].[I:66]I. Product: [CH2:1]([N:8]1[C@@H:13]2[C@H:14]([S:16]([C:19]3[CH:20]=[CH:21][CH:22]=[CH:23][CH:24]=3)(=[O:17])=[O:18])[CH2:15][C@@:9]1([C:43]1[CH:48]=[CH:47][CH:46]=[CH:45][CH:44]=1)[C@@:10](/[CH:26]=[C:27](/[C:28]1[CH:33]=[C:32]([O:34][C:35]([F:38])([F:37])[F:36])[CH:31]=[CH:30][C:29]=1[O:39][CH:40]1[CH2:41][CH2:42]1)\[I:66])([OH:25])[CH2:11][CH2:12]2)[C:2]1[CH:7]=[CH:6][CH:5]=[CH:4][CH:3]=1. The catalyst class is: 11. (3) Reactant: [NH2:1][C@@H:2]([CH:25]1[CH2:30][CH2:29][O:28][CH2:27][CH2:26]1)[C:3]([N:5]1[C:9]2=[N:10][CH:11]=[CH:12][CH:13]=[C:8]2[CH2:7][CH:6]1[C:14]([NH:16][C:17]1[C:22]([F:23])=[CH:21][CH:20]=[CH:19][C:18]=1[F:24])=[O:15])=[O:4].[C:31]([O:35][C:36]([N:38]([CH3:44])[C@@H:39]([CH3:43])[C:40](O)=[O:41])=[O:37])([CH3:34])([CH3:33])[CH3:32].C(N(C(C)C)CC)(C)C.CN(C(ON1N=NC2C=CC=NC1=2)=[N+](C)C)C.F[P-](F)(F)(F)(F)F. Product: [F:24][C:18]1[CH:19]=[CH:20][CH:21]=[C:22]([F:23])[C:17]=1[NH:16][C:14]([CH:6]1[N:5]([C:3](=[O:4])[C@@H:2]([NH:1][C:40](=[O:41])[C@@H:39]([N:38]([CH3:44])[C:36](=[O:37])[O:35][C:31]([CH3:32])([CH3:34])[CH3:33])[CH3:43])[CH:25]2[CH2:30][CH2:29][O:28][CH2:27][CH2:26]2)[C:9]2=[N:10][CH:11]=[CH:12][CH:13]=[C:8]2[CH2:7]1)=[O:15]. The catalyst class is: 18. (4) Reactant: Cl[C:2]1[C:3]2[N:4]([N:16]=[CH:17][N:18]=2)[CH:5]=[C:6]([C:8]2[CH:13]=[CH:12][C:11]([Cl:14])=[CH:10][C:9]=2[Cl:15])[N:7]=1.Cl.[NH2:20][C:21]1[C:26]([C:27](=[O:32])[C:28]([F:31])([F:30])[F:29])=[CH:25][CH:24]=[C:23]([NH:33][CH2:34][CH2:35][NH2:36])[N:22]=1.C(N(CC)C(C)C)(C)C. Product: [NH2:20][C:21]1[C:26]([C:27](=[O:32])[C:28]([F:29])([F:31])[F:30])=[CH:25][CH:24]=[C:23]([NH:33][CH2:34][CH2:35][NH:36][C:2]2[C:3]3[N:4]([N:16]=[CH:17][N:18]=3)[CH:5]=[C:6]([C:8]3[CH:13]=[CH:12][C:11]([Cl:14])=[CH:10][C:9]=3[Cl:15])[N:7]=2)[N:22]=1. The catalyst class is: 16. (5) Reactant: C(Cl)CCl.[NH2:5][C:6]1[N:11]=[CH:10][C:9]([CH:12]=[CH:13][C:14]([OH:16])=O)=[CH:8][CH:7]=1.[CH2:17]([N:19]1[C:27]2[C:22](=[CH:23][CH:24]=[CH:25][CH:26]=2)[CH:21]=[C:20]1[CH2:28][NH:29][CH3:30])[CH3:18].C1C=CC2N(O)N=NC=2C=1.O.C(N(C(C)C)CC)(C)C. Product: [NH2:5][C:6]1[N:11]=[CH:10][C:9](/[CH:12]=[CH:13]/[C:14]([N:29]([CH2:28][C:20]2[N:19]([CH2:17][CH3:18])[C:27]3[C:22]([CH:21]=2)=[CH:23][CH:24]=[CH:25][CH:26]=3)[CH3:30])=[O:16])=[CH:8][CH:7]=1. The catalyst class is: 3. (6) Reactant: [F:1][C:2]1[CH:7]=[C:6]([F:8])[CH:5]=[CH:4][C:3]=1[C:9]1[C:17]2[O:16][CH:15]([CH2:18][N:19]=[N+]=[N-])[CH2:14][C:13]=2[CH:12]=[CH:11][CH:10]=1. Product: [F:1][C:2]1[CH:7]=[C:6]([F:8])[CH:5]=[CH:4][C:3]=1[C:9]1[C:17]2[O:16][CH:15]([CH2:18][NH2:19])[CH2:14][C:13]=2[CH:12]=[CH:11][CH:10]=1. The catalyst class is: 45. (7) Reactant: [NH2:1][C:2]1[C:11]2[N:12]=[C:13]([CH2:31][O:32][CH2:33][CH3:34])[N:14]([CH2:15][C:16]3[CH:30]=[CH:29][C:19]([CH2:20][NH:21]C(=O)OC(C)(C)C)=[CH:18][CH:17]=3)[C:10]=2[C:9]2[CH:8]=[CH:7][C:6]([C:35]3[CH:36]=[N:37][CH:38]=[CH:39][CH:40]=3)=[CH:5][C:4]=2[N:3]=1. Product: [NH2:21][CH2:20][C:19]1[CH:29]=[CH:30][C:16]([CH2:15][N:14]2[C:10]3[C:9]4[CH:8]=[CH:7][C:6]([C:35]5[CH:36]=[N:37][CH:38]=[CH:39][CH:40]=5)=[CH:5][C:4]=4[N:3]=[C:2]([NH2:1])[C:11]=3[N:12]=[C:13]2[CH2:31][O:32][CH2:33][CH3:34])=[CH:17][CH:18]=1. The catalyst class is: 33. (8) Reactant: [Cl:1][C:2]1[CH:7]=[CH:6][CH:5]=[C:4]([Cl:8])[C:3]=1[CH2:9][S:10]([C:13]1[CH:14]=[C:15]2[C:19](=[CH:20][CH:21]=1)[NH:18][C:17](=[O:22])/[C:16]/2=[CH:23]\[C:24]1[NH:28][C:27]([CH3:29])=[C:26]([C:30]([OH:32])=O)[C:25]=1[CH3:33])(=[O:12])=[O:11].[F:34][C:35]([F:41])([F:40])[CH2:36][NH:37][CH2:38]N.C1C=CC2N(O)N=[N:48][C:46]=2C=1.CCN=C=NCCCN(C)C. Product: [F:34][C:35]([F:41])([F:40])[CH2:36][NH:37][CH2:38][CH2:46][NH:48][C:30]([C:26]1[C:25]([CH3:33])=[C:24](/[CH:23]=[C:16]2\[C:17](=[O:22])[NH:18][C:19]3[C:15]\2=[CH:14][C:13]([S:10]([CH2:9][C:3]2[C:2]([Cl:1])=[CH:7][CH:6]=[CH:5][C:4]=2[Cl:8])(=[O:11])=[O:12])=[CH:21][CH:20]=3)[NH:28][C:27]=1[CH3:29])=[O:32]. The catalyst class is: 3. (9) Reactant: [C:1]1([CH:7]2[C:16]3[C:11](=[CH:12][CH:13]=[CH:14][CH:15]=3)[NH:10][C:9](=[O:17])[CH2:8]2)[CH:6]=[CH:5][CH:4]=[CH:3][CH:2]=1.[CH3:18][C:19]([O:22][C:23](O[C:23]([O:22][C:19]([CH3:21])([CH3:20])[CH3:18])=[O:24])=[O:24])([CH3:21])[CH3:20]. Product: [C:19]([O:22][C:23]([N:10]1[C:11]2[C:16](=[CH:15][CH:14]=[CH:13][CH:12]=2)[CH:7]([C:1]2[CH:2]=[CH:3][CH:4]=[CH:5][CH:6]=2)[CH2:8][C:9]1=[O:17])=[O:24])([CH3:21])([CH3:20])[CH3:18]. The catalyst class is: 840.